From a dataset of NCI-60 drug combinations with 297,098 pairs across 59 cell lines. Regression. Given two drug SMILES strings and cell line genomic features, predict the synergy score measuring deviation from expected non-interaction effect. (1) Synergy scores: CSS=12.4, Synergy_ZIP=-1.77, Synergy_Bliss=5.62, Synergy_Loewe=-0.695, Synergy_HSA=-0.312. Drug 2: C1C(C(OC1N2C=NC(=NC2=O)N)CO)O. Drug 1: CC1=C2C(C(=O)C3(C(CC4C(C3C(C(C2(C)C)(CC1OC(=O)C(C(C5=CC=CC=C5)NC(=O)OC(C)(C)C)O)O)OC(=O)C6=CC=CC=C6)(CO4)OC(=O)C)O)C)O. Cell line: ACHN. (2) Drug 1: CNC(=O)C1=CC=CC=C1SC2=CC3=C(C=C2)C(=NN3)C=CC4=CC=CC=N4. Drug 2: CC1C(C(CC(O1)OC2CC(CC3=C2C(=C4C(=C3O)C(=O)C5=C(C4=O)C(=CC=C5)OC)O)(C(=O)CO)O)N)O.Cl. Cell line: UACC62. Synergy scores: CSS=53.1, Synergy_ZIP=-0.957, Synergy_Bliss=0.920, Synergy_Loewe=-9.85, Synergy_HSA=1.65. (3) Drug 1: CCC1=CC2CC(C3=C(CN(C2)C1)C4=CC=CC=C4N3)(C5=C(C=C6C(=C5)C78CCN9C7C(C=CC9)(C(C(C8N6C)(C(=O)OC)O)OC(=O)C)CC)OC)C(=O)OC.C(C(C(=O)O)O)(C(=O)O)O. Drug 2: C1=NNC2=C1C(=O)NC=N2. Cell line: DU-145. Synergy scores: CSS=48.6, Synergy_ZIP=-1.56, Synergy_Bliss=1.91, Synergy_Loewe=-33.0, Synergy_HSA=3.02. (4) Drug 1: C1C(C(OC1N2C=C(C(=O)NC2=O)F)CO)O. Drug 2: C1=NC2=C(N=C(N=C2N1C3C(C(C(O3)CO)O)O)F)N. Cell line: UACC-257. Synergy scores: CSS=6.75, Synergy_ZIP=-2.32, Synergy_Bliss=-1.76, Synergy_Loewe=-71.6, Synergy_HSA=-1.97.